Predict the product of the given reaction. From a dataset of Forward reaction prediction with 1.9M reactions from USPTO patents (1976-2016). (1) Given the reactants [CH2:1]([O:8][C:9]1[CH:17]=[CH:16][CH:15]=[CH:14][C:10]=1[C:11]([OH:13])=O)[C:2]1[CH:7]=[CH:6][CH:5]=[CH:4][CH:3]=1.Cl.CN(C)CCCN=C=NCC.C(N(CC)CC)C.[C:37]([O:41][C:42]([C:44]1[C:52]2[CH2:51][CH:50]([CH2:53][NH2:54])[N:49]([CH2:55][C:56]3[CH:61]=[CH:60][C:59]([O:62][CH3:63])=[CH:58][CH:57]=3)[CH2:48][C:47]=2[S:46][C:45]=1[NH2:64])=[O:43])([CH3:40])([CH3:39])[CH3:38], predict the reaction product. The product is: [C:37]([O:41][C:42]([C:44]1[C:52]2[CH2:51][CH:50]([CH2:53][NH:54][C:11](=[O:13])[C:10]3[CH:14]=[CH:15][CH:16]=[CH:17][C:9]=3[O:8][CH2:1][C:2]3[CH:3]=[CH:4][CH:5]=[CH:6][CH:7]=3)[N:49]([CH2:55][C:56]3[CH:57]=[CH:58][C:59]([O:62][CH3:63])=[CH:60][CH:61]=3)[CH2:48][C:47]=2[S:46][C:45]=1[NH2:64])=[O:43])([CH3:40])([CH3:39])[CH3:38]. (2) Given the reactants C[C:2]1[CH:3]=[CH:4][C:5]2[C:6]3[C:11]([CH:12]([NH2:17])[N:13](C)[C:14]=2[CH:15]=1)=[CH:10][CH:9]=[CH:8][CH:7]=3.[C:18](Cl)(=O)C.C(=O)(O)[O-].[Na+].C(Cl)Cl.[CH:30](O)([CH3:32])[CH3:31], predict the reaction product. The product is: [CH3:31][C:30]1[C:32]2[N:13]3[CH:14]=[CH:15][N:17]=[C:12]3[C:11]3[CH:10]=[CH:9][CH:8]=[CH:7][C:6]=3[C:5]=2[CH:4]=[C:3]([CH3:2])[CH:18]=1. (3) Given the reactants [CH3:1][O:2][C:3]([C:5]1[N:13]=[C:12]2[C:8]([N:9]=[CH:10][N:11]2[C@@H:14]2[CH2:18][C@H:17](OC(OCC)=O)[CH:16]=[CH:15]2)=[C:7]([NH:25][C@H:26]([CH2:34][OH:35])[CH2:27][C:28]2[CH:33]=[CH:32][CH:31]=[CH:30][CH:29]=2)[N:6]=1)=[O:4].[NH:36]([C:44]([O:46][C:47]([CH3:50])([CH3:49])[CH3:48])=[O:45])[C:37]([O:39][C:40]([CH3:43])([CH3:42])[CH3:41])=[O:38].C1(P(C2C=CC=CC=2)C2C=CC=CC=2)C=CC=CC=1, predict the reaction product. The product is: [CH3:1][O:2][C:3]([C:5]1[N:13]=[C:12]2[C:8]([N:9]=[CH:10][N:11]2[C@@H:14]2[CH2:18][C@H:17]([N:36]([C:37]([O:39][C:40]([CH3:43])([CH3:42])[CH3:41])=[O:38])[C:44]([O:46][C:47]([CH3:48])([CH3:49])[CH3:50])=[O:45])[CH:16]=[CH:15]2)=[C:7]([NH:25][C@H:26]([CH2:34][OH:35])[CH2:27][C:28]2[CH:33]=[CH:32][CH:31]=[CH:30][CH:29]=2)[N:6]=1)=[O:4]. (4) Given the reactants [Cl:1][C:2]1[CH:10]=[C:9]2[C:5]([C:6]([C:11]([N:13]3[CH2:18][CH2:17][C:16]4([C:22]5[CH:23]=[CH:24][CH:25]=[CH:26][C:21]=5[CH2:20][O:19]4)[CH2:15][CH2:14]3)=[O:12])=[CH:7][NH:8]2)=[CH:4][CH:3]=1.Cl[CH2:28][C:29]([N:31]1[CH2:36][CH2:35][O:34][CH2:33][CH2:32]1)=[O:30], predict the reaction product. The product is: [Cl:1][C:2]1[CH:10]=[C:9]2[C:5]([C:6]([C:11]([N:13]3[CH2:18][CH2:17][C:16]4([C:22]5[CH:23]=[CH:24][CH:25]=[CH:26][C:21]=5[CH2:20][O:19]4)[CH2:15][CH2:14]3)=[O:12])=[CH:7][N:8]2[CH2:28][C:29]([N:31]2[CH2:36][CH2:35][O:34][CH2:33][CH2:32]2)=[O:30])=[CH:4][CH:3]=1.